Regression. Given a peptide amino acid sequence and an MHC pseudo amino acid sequence, predict their binding affinity value. This is MHC class I binding data. From a dataset of Peptide-MHC class I binding affinity with 185,985 pairs from IEDB/IMGT. (1) The peptide sequence is TTDDSTSYY. The MHC is HLA-B39:01 with pseudo-sequence HLA-B39:01. The binding affinity (normalized) is 0.0847. (2) The peptide sequence is VSCIKGAPM. The MHC is H-2-Db with pseudo-sequence H-2-Db. The binding affinity (normalized) is 0.228. (3) The MHC is HLA-A24:02 with pseudo-sequence HLA-A24:02. The binding affinity (normalized) is 0.205. The peptide sequence is MSNGEHVPF. (4) The peptide sequence is SEGATPQDL. The MHC is HLA-A02:01 with pseudo-sequence HLA-A02:01. The binding affinity (normalized) is 0.